Dataset: Forward reaction prediction with 1.9M reactions from USPTO patents (1976-2016). Task: Predict the product of the given reaction. Given the reactants C1(P(C2C=CC=CC=2)C2C=CC=CC=2)C=CC=CC=1.[CH2:20]([O:27][C:28]1[CH:29]=[C:30]([CH2:34][OH:35])[CH:31]=[CH:32][CH:33]=1)[C:21]1[CH:26]=[CH:25][CH:24]=[CH:23][CH:22]=1.N(C(OC(C)C)=O)=NC(OC(C)C)=O.O[C:51]1[CH:58]=[CH:57][C:54]([CH:55]=[O:56])=[CH:53][CH:52]=1, predict the reaction product. The product is: [CH2:20]([O:27][C:28]1[CH:29]=[C:30]([CH:31]=[CH:32][CH:33]=1)[CH2:34][O:35][C:51]1[CH:58]=[CH:57][C:54]([CH:55]=[O:56])=[CH:53][CH:52]=1)[C:21]1[CH:22]=[CH:23][CH:24]=[CH:25][CH:26]=1.